From a dataset of Forward reaction prediction with 1.9M reactions from USPTO patents (1976-2016). Predict the product of the given reaction. (1) Given the reactants [CH:1]1[C:6](/[CH:7]=[CH:8]/[CH:9]=[CH:10]/[C:11](N2CCCCC2)=[O:12])=[CH:5][C:4]2[O:19][CH2:20][O:21][C:3]=2[CH:2]=1.[OH-:22].[K+].Cl, predict the reaction product. The product is: [O:21]1[C:3]2[CH:2]=[CH:1][C:6](/[CH:7]=[CH:8]/[CH:9]=[CH:10]/[C:11]([OH:12])=[O:22])=[CH:5][C:4]=2[O:19][CH2:20]1. (2) Given the reactants [CH:1]([C:3]1[CH:15]=[CH:14][C:6]([C:7]([NH:9][C:10](=[O:13])[O:11][CH3:12])=[O:8])=[C:5]([CH3:16])[CH:4]=1)=O.Cl.[NH2:18][OH:19], predict the reaction product. The product is: [OH:19][N:18]=[CH:1][C:3]1[CH:15]=[CH:14][C:6]([C:7]([NH:9][C:10](=[O:13])[O:11][CH3:12])=[O:8])=[C:5]([CH3:16])[CH:4]=1. (3) Given the reactants [NH2:1][C:2]1([C:8]([NH:10][CH2:11][CH2:12][C:13]2[C:21]3[C:16](=[CH:17][CH:18]=[C:19]([F:22])[CH:20]=3)[NH:15][CH:14]=2)=[O:9])[CH2:7][CH2:6][CH2:5][CH2:4][CH2:3]1.[Br:23][C:24]1[CH:25]=[C:26]([CH:32]=[CH:33][C:34]=1[F:35])[CH:27]=[CH:28][C:29](O)=[O:30].C(N(C(C)C)CC)(C)C.F[P-](F)(F)(F)(F)F.N1(OC(N(C)C)=[N+](C)C)C2N=CC=CC=2N=N1, predict the reaction product. The product is: [Br:23][C:24]1[CH:25]=[C:26](/[CH:27]=[CH:28]/[C:29]([NH:1][C:2]2([C:8]([NH:10][CH2:11][CH2:12][C:13]3[C:21]4[C:16](=[CH:17][CH:18]=[C:19]([F:22])[CH:20]=4)[NH:15][CH:14]=3)=[O:9])[CH2:7][CH2:6][CH2:5][CH2:4][CH2:3]2)=[O:30])[CH:32]=[CH:33][C:34]=1[F:35]. (4) Given the reactants [C:1]([C:5]1[CH:6]=[CH:7][C:8]([O:21]COCCOC)=[C:9]([C:11]2[N:12]=[N:13][C:14]([C:17]([F:20])([F:19])[F:18])=[CH:15][CH:16]=2)[CH:10]=1)([CH3:4])([CH3:3])[CH3:2], predict the reaction product. The product is: [C:1]([C:5]1[CH:6]=[CH:7][C:8]([OH:21])=[C:9]([C:11]2[N:12]=[N:13][C:14]([C:17]([F:19])([F:20])[F:18])=[CH:15][CH:16]=2)[CH:10]=1)([CH3:4])([CH3:2])[CH3:3]. (5) The product is: [CH3:37][O:34][C:33](=[O:35])[CH2:32][C:5]1[CH:6]=[C:7]([C:8]2[CH:13]=[CH:12][C:11]([C:14]([F:15])([F:16])[F:17])=[CH:10][C:9]=2[CH2:18][N:19]2[C@@H:23]([CH3:24])[C@@H:22]([C:25]3[CH:30]=[CH:29][CH:28]=[CH:27][CH:26]=3)[O:21][C:20]2=[O:31])[C:2]([OH:1])=[CH:3][CH:4]=1. Given the reactants [OH:1][C:2]1[C:7]([C:8]2[CH:13]=[CH:12][C:11]([C:14]([F:17])([F:16])[F:15])=[CH:10][C:9]=2[CH2:18][N:19]2[C@@H:23]([CH3:24])[C@@H:22]([C:25]3[CH:30]=[CH:29][CH:28]=[CH:27][CH:26]=3)[O:21][C:20]2=[O:31])=[CH:6][C:5]([CH2:32][C:33]([OH:35])=[O:34])=[CH:4][CH:3]=1.Cl.[CH3:37]O, predict the reaction product. (6) Given the reactants [CH2:1]([N:3]([CH2:12][C:13]1[CH:14]=[C:15]([C:19]2[CH:24]=[CH:23][C:22]([CH:25]=O)=[CH:21][CH:20]=2)[CH:16]=[CH:17][CH:18]=1)[C:4](=[O:11])[C:5]1[CH:10]=[CH:9][CH:8]=[CH:7][CH:6]=1)[CH3:2].[S:27]1[CH2:31][C:30](=[O:32])[NH:29][C:28]1=[O:33], predict the reaction product. The product is: [O:33]=[C:28]1[NH:29][C:30](=[O:32])[C:31](=[CH:25][C:22]2[CH:21]=[CH:20][C:19]([C:15]3[CH:16]=[CH:17][CH:18]=[C:13]([CH2:12][N:3]([CH2:1][CH3:2])[C:4](=[O:11])[C:5]4[CH:6]=[CH:7][CH:8]=[CH:9][CH:10]=4)[CH:14]=3)=[CH:24][CH:23]=2)[S:27]1. (7) Given the reactants [O:1]=[C:2]([C@H:4]([CH2:6][C:7]1[CH:14]=[C:12]([OH:13])[C:10]([OH:11])=[CH:9][CH:8]=1)[NH2:5])[OH:3].[C:15](OC(=O)C)(=[O:17])C, predict the reaction product. The product is: [C:15](=[N:5][C@@H:4]([CH2:6][C:7]1[CH:14]=[C:12]([OH:13])[C:10]([OH:11])=[CH:9][CH:8]=1)[C:2]([OH:3])=[O:1])=[O:17]. (8) Given the reactants C([O:8][C:9]1[CH:31]=[CH:30][C:29]([C:32](=O)[CH2:33]Br)=[CH:28][C:10]=1[C:11]([NH:13][C:14]1[CH:19]=[C:18]([C:20]([F:23])([F:22])[F:21])[CH:17]=[C:16]([C:24]([F:27])([F:26])[F:25])[CH:15]=1)=[O:12])C1C=CC=CC=1.[NH2:36][C:37]1[CH:42]=[CH:41][CH:40]=[CH:39][N:38]=1.C(=O)([O-])O.[Na+], predict the reaction product. The product is: [F:25][C:24]([F:26])([F:27])[C:16]1[CH:15]=[C:14]([NH:13][C:11](=[O:12])[C:10]2[CH:28]=[C:29]([C:32]3[N:36]=[C:37]4[CH:42]=[CH:41][CH:40]=[CH:39][N:38]4[CH:33]=3)[CH:30]=[CH:31][C:9]=2[OH:8])[CH:19]=[C:18]([C:20]([F:23])([F:22])[F:21])[CH:17]=1. (9) Given the reactants [Br:1][CH:2]([C:4]1[CH:12]=[CH:11][C:7]([C:8]([OH:10])=[O:9])=[CH:6][CH:5]=1)[CH3:3].[CH3:13]O, predict the reaction product. The product is: [Br:1][CH:2]([C:4]1[CH:12]=[CH:11][C:7]([C:8]([O:10][CH3:13])=[O:9])=[CH:6][CH:5]=1)[CH3:3].